Dataset: Reaction yield outcomes from USPTO patents with 853,638 reactions. Task: Predict the reaction yield, written as a fraction of the theoretical maximum amount of product (1.0 means a 100% yield; for example, 0.34 means a 34% yield). (1) The reactants are [C:1]1([NH2:8])[C:2]([NH2:7])=[CH:3][CH:4]=[CH:5][CH:6]=1.[CH3:9][C:10]1[CH:18]=[CH:17][C:16]([N+:19]([O-:21])=[O:20])=[CH:15][C:11]=1[C:12](O)=O.[OH-].[Na+]. The catalyst is O. The product is [CH3:9][C:10]1[CH:18]=[CH:17][C:16]([N+:19]([O-:21])=[O:20])=[CH:15][C:11]=1[C:12]1[NH:8][C:1]2[CH:6]=[CH:5][CH:4]=[CH:3][C:2]=2[N:7]=1. The yield is 0.740. (2) The reactants are NC1C=CC(CC2CCN(C3CCCCC3)C2=O)=C(Cl)C=1.C(OCCBr)(=O)C.C(=O)([O-])O.[Na+].C([O:37][CH2:38][CH2:39][NH:40][C:41]1[CH:46]=[CH:45][C:44]([CH2:47][CH:48]2[CH2:52][CH2:51][N:50]([CH:53]3[CH2:58][CH2:57][CH2:56][CH2:55][CH2:54]3)[C:49]2=[O:59])=[C:43]([Cl:60])[CH:42]=1)(=O)C.[OH-].[Na+]. The catalyst is O1CCCC1. The product is [Cl:60][C:43]1[CH:42]=[C:41]([NH:40][CH2:39][CH2:38][OH:37])[CH:46]=[CH:45][C:44]=1[CH2:47][CH:48]1[CH2:52][CH2:51][N:50]([CH:53]2[CH2:54][CH2:55][CH2:56][CH2:57][CH2:58]2)[C:49]1=[O:59]. The yield is 0.250. (3) The reactants are [O:1]1[CH2:6][CH2:5][CH:4]([CH2:7][C:8]2[N:13]3[N:14]=[C:15]([NH2:17])[N:16]=[C:12]3[CH:11]=[CH:10][CH:9]=2)[CH2:3][CH2:2]1.N[C:19]1[N:35]=[C:22]2[CH:23]=CC=[C:26]([C:27]([CH:29]3[CH2:34][CH2:33]OCC3)=O)[N:21]2N=1.O.NN.[OH-].[K+].Cl.C(O)[CH2:43][OH:44]. The catalyst is O. The product is [CH3:43][O:44][CH2:23][C:22]1[NH:21][C:26]2[CH:27]=[C:29]([C:9]3[CH:10]=[CH:11][C:12]4[N:13]([N:14]=[C:15]([NH2:17])[N:16]=4)[C:8]=3[CH2:7][CH:4]3[CH2:5][CH2:6][O:1][CH2:2][CH2:3]3)[CH:34]=[CH:33][C:19]=2[N:35]=1. The yield is 0.930. (4) The reactants are [CH2:1]([OH:19])[CH2:2][CH2:3][CH2:4][CH2:5][CH2:6][CH2:7][CH2:8]/[CH:9]=[CH:10]\[CH2:11]/[CH:12]=[CH:13]\[CH2:14][CH2:15][CH2:16][CH2:17][CH3:18].[Cr](Cl)([O-])(=O)=O.[NH+]1C=CC=CC=1.C([O-])([O-])=O.[Na+].[Na+]. The catalyst is C(Cl)Cl.CCOC(C)=O. The product is [CH:1](=[O:19])[CH2:2][CH2:3][CH2:4][CH2:5][CH2:6][CH2:7][CH2:8]/[CH:9]=[CH:10]\[CH2:11]/[CH:12]=[CH:13]\[CH2:14][CH2:15][CH2:16][CH2:17][CH3:18]. The yield is 0.710. (5) The reactants are C(O[C:4]([C:6]1[NH:7][N:8]=[C:9]([C:12]2[S:16][C:15]([C:17]3[CH:22]=[CH:21][CH:20]=[CH:19][CH:18]=3)=[N:14][CH:13]=2)[C:10]=1[Cl:11])=[O:5])C.[CH2:23]([NH2:25])[CH3:24]. The catalyst is O1CCCC1.O. The product is [CH2:23]([NH:25][C:4]([C:6]1[NH:7][N:8]=[C:9]([C:12]2[S:16][C:15]([C:17]3[CH:18]=[CH:19][CH:20]=[CH:21][CH:22]=3)=[N:14][CH:13]=2)[C:10]=1[Cl:11])=[O:5])[CH3:24]. The yield is 0.330. (6) The reactants are COC1C=CC(C[N:8](CC2C=CC(OC)=CC=2)[C:9]2[N:14]=[C:13]([CH3:15])[N:12]=[C:11]([C:16]3[CH:17]=[C:18]([CH2:32][N:33]4[CH2:38][CH2:37][N:36]([C:39]([N:41]([CH3:43])[CH3:42])=[O:40])[CH2:35][CH2:34]4)[CH:19]=[N:20][C:21]=3[NH:22][C:23]3[CH:24]=[N:25][C:26]([O:30][CH3:31])=[C:27]([F:29])[CH:28]=3)[N:10]=2)=CC=1.C(O)(C(F)(F)F)=O.CS(O)(=O)=O. No catalyst specified. The product is [NH2:8][C:9]1[N:14]=[C:13]([CH3:15])[N:12]=[C:11]([C:16]2[CH:17]=[C:18]([CH2:32][N:33]3[CH2:38][CH2:37][N:36]([C:39]([N:41]([CH3:43])[CH3:42])=[O:40])[CH2:35][CH2:34]3)[CH:19]=[N:20][C:21]=2[NH:22][C:23]2[CH:24]=[N:25][C:26]([O:30][CH3:31])=[C:27]([F:29])[CH:28]=2)[N:10]=1. The yield is 0.367. (7) The reactants are [CH:1]1([N:7]2[C:12]([OH:13])=[C:11]([C:14]([NH:16][CH2:17][C:18]([O:20]CC)=[O:19])=[O:15])[C:10](=[O:23])[NH:9][C:8]2=[O:24])[CH2:6][CH2:5][CH2:4][CH2:3][CH2:2]1.C(=O)([O-])[O-].[K+].[K+].[Cl:31][C:32]1[CH:33]=[C:34]([CH:37]=[CH:38][C:39]=1[Cl:40])[CH2:35]Br.Cl. The catalyst is CC(N(C)C)=O. The product is [CH:1]1([N:7]2[C:12]([OH:13])=[C:11]([C:14]([NH:16][CH2:17][C:18]([OH:20])=[O:19])=[O:15])[C:10](=[O:23])[N:9]([CH2:35][C:34]3[CH:37]=[CH:38][C:39]([Cl:40])=[C:32]([Cl:31])[CH:33]=3)[C:8]2=[O:24])[CH2:2][CH2:3][CH2:4][CH2:5][CH2:6]1. The yield is 0.330.